This data is from Forward reaction prediction with 1.9M reactions from USPTO patents (1976-2016). The task is: Predict the product of the given reaction. (1) The product is: [C:2]([O-:14])(=[O:13])[CH2:3][C:4]([CH2:9][C:10]([O-:12])=[O:11])([C:6]([O-:8])=[O:7])[OH:5].[Ag+3:1]. Given the reactants [Ag:1].[C:2]([OH:14])(=[O:13])[CH2:3][C:4]([CH2:9][C:10]([OH:12])=[O:11])([C:6]([OH:8])=[O:7])[OH:5], predict the reaction product. (2) Given the reactants [OH:1][CH:2]1[CH2:7][CH:6]([CH3:8])[NH:5][CH2:4][CH:3]1[C:9]([O:11][CH3:12])=[O:10].C([O-])(O)=O.[Na+].[CH3:18][C:19]([O:22][C:23](O[C:23]([O:22][C:19]([CH3:21])([CH3:20])[CH3:18])=[O:24])=[O:24])([CH3:21])[CH3:20].C(OCC)(=O)C, predict the reaction product. The product is: [OH:1][CH:2]1[CH2:7][CH:6]([CH3:8])[N:5]([C:23]([O:22][C:19]([CH3:21])([CH3:20])[CH3:18])=[O:24])[CH2:4][CH:3]1[C:9]([O:11][CH3:12])=[O:10]. (3) Given the reactants [C:1]([C:4]1[N:5]([C:14]2[CH:19]=[CH:18][C:17]([NH2:20])=[CH:16][CH:15]=2)[C:6]2[C:11]([CH:12]=1)=[CH:10][C:9]([NH2:13])=[CH:8][CH:7]=2)(=[O:3])[CH3:2].[CH3:21][N:22]([CH3:32])[C:23]1[CH:31]=[CH:30][C:26]([C:27]([O-])=[O:28])=[CH:25][CH:24]=1, predict the reaction product. The product is: [C:1]([C:4]1[N:5]([C:14]2[CH:19]=[CH:18][C:17]([NH:20][C:27](=[O:28])[C:26]3[CH:30]=[CH:31][C:23]([N:22]([CH3:32])[CH3:21])=[CH:24][CH:25]=3)=[CH:16][CH:15]=2)[C:6]2[C:11]([CH:12]=1)=[CH:10][C:9]([NH:13][C:27](=[O:28])[C:26]1[CH:25]=[CH:24][C:23]([N:22]([CH3:21])[CH3:32])=[CH:31][CH:30]=1)=[CH:8][CH:7]=2)(=[O:3])[CH3:2]. (4) Given the reactants [C:1]([C:5]1[CH:23]=[C:8]2[N:9]=[C:10]([CH3:22])[C:11]([CH:14]([CH2:19][CH2:20][CH3:21])[C:15]([O:17][CH3:18])=[O:16])=[C:12](Cl)[N:7]2[N:6]=1)([CH3:4])([CH3:3])[CH3:2].[NH:24]1[C:32]2[C:27](=[CH:28][C:29](B(O)O)=[CH:30][CH:31]=2)[CH:26]=[CH:25]1.C(N(C(C)C)CC)(C)C, predict the reaction product. The product is: [C:1]([C:5]1[CH:23]=[C:8]2[N:9]=[C:10]([CH3:22])[C:11]([CH:14]([CH2:19][CH2:20][CH3:21])[C:15]([O:17][CH3:18])=[O:16])=[C:12]([C:29]3[CH:28]=[C:27]4[C:32](=[CH:31][CH:30]=3)[NH:24][CH:25]=[CH:26]4)[N:7]2[N:6]=1)([CH3:4])([CH3:3])[CH3:2]. (5) Given the reactants [CH2:1]([O:3][C:4](=[O:18])[CH2:5][CH2:6][CH2:7][O:8][C:9]1[CH:14]=[CH:13][C:12](Br)=[C:11]([F:16])[C:10]=1[F:17])[CH3:2].[OH:19][C:20]1[CH:21]=[C:22](B(O)O)[CH:23]=[CH:24][CH:25]=1.C([O-])([O-])=O.[Na+].[Na+].N#N, predict the reaction product. The product is: [CH2:1]([O:3][C:4](=[O:18])[CH2:5][CH2:6][CH2:7][O:8][C:9]1[CH:14]=[CH:13][C:12]([C:24]2[CH:23]=[CH:22][CH:21]=[C:20]([OH:19])[CH:25]=2)=[C:11]([F:16])[C:10]=1[F:17])[CH3:2]. (6) Given the reactants Cl[C:2]1[C:3]2[CH:18]=[CH:17][CH:16]=[N:15][C:4]=2[N:5]=[C:6]([C:8]2[CH:13]=[CH:12][CH:11]=[CH:10][C:9]=2[Cl:14])[N:7]=1.[F:19][C:20]1[CH:21]=[C:22]2[C:26](=[CH:27][CH:28]=1)[NH:25][N:24]=[C:23]2[NH2:29], predict the reaction product. The product is: [Cl:14][C:9]1[CH:10]=[CH:11][CH:12]=[CH:13][C:8]=1[C:6]1[N:7]=[C:2]([NH:29][C:23]2[C:22]3[C:26](=[CH:27][CH:28]=[C:20]([F:19])[CH:21]=3)[NH:25][N:24]=2)[C:3]2[CH:18]=[CH:17][CH:16]=[N:15][C:4]=2[N:5]=1.